The task is: Regression/Classification. Given a drug SMILES string, predict its absorption, distribution, metabolism, or excretion properties. Task type varies by dataset: regression for continuous measurements (e.g., permeability, clearance, half-life) or binary classification for categorical outcomes (e.g., BBB penetration, CYP inhibition). Dataset: cyp2d6_veith.. This data is from CYP2D6 inhibition data for predicting drug metabolism from PubChem BioAssay. (1) The molecule is COc1ccc(C(=O)N2CCC3(CC2)CN(c2ccccn2)C3)cc1. The result is 0 (non-inhibitor). (2) The result is 1 (inhibitor). The compound is O=c1[nH]c2ccccc2n1CCCN1CCN(C(c2ccccc2)c2ccccc2)CC1. (3) The compound is O=C(NC(Cc1ccccc1)C(=O)O)/C(=C\c1ccco1)NC(=O)c1ccc(Br)cc1. The result is 0 (non-inhibitor). (4) The drug is Cc1ccc(OCC(=O)N/N=C\c2c(C)n(C)c3ccccc23)c([N+](=O)[O-])c1. The result is 0 (non-inhibitor). (5) The compound is Cn1c2c(c(=O)n(C)c1=O)CN(CCN1CCNCC1)CN2. The result is 0 (non-inhibitor).